From a dataset of Forward reaction prediction with 1.9M reactions from USPTO patents (1976-2016). Predict the product of the given reaction. Given the reactants [CH3:1][C:2]1[CH:3](/[CH:10]=[CH:11]/[C:12](=[O:15])[CH2:13][CH3:14])[C:4]([CH3:9])([CH3:8])[CH2:5][CH2:6][CH:7]=1.[C:16]([O-:20])(=[O:19])[CH2:17][SH:18].[NH4+], predict the reaction product. The product is: [O:15]=[C:12]([CH2:13][CH3:14])[CH2:11][CH:10]([S:18][CH2:17][C:16]([OH:20])=[O:19])[CH:3]1[C:4]([CH3:8])([CH3:9])[CH2:5][CH2:6][CH:7]=[C:2]1[CH3:1].